This data is from NCI-60 drug combinations with 297,098 pairs across 59 cell lines. The task is: Regression. Given two drug SMILES strings and cell line genomic features, predict the synergy score measuring deviation from expected non-interaction effect. (1) Drug 1: CC1=C(C(=CC=C1)Cl)NC(=O)C2=CN=C(S2)NC3=CC(=NC(=N3)C)N4CCN(CC4)CCO. Drug 2: CC1CCC2CC(C(=CC=CC=CC(CC(C(=O)C(C(C(=CC(C(=O)CC(OC(=O)C3CCCCN3C(=O)C(=O)C1(O2)O)C(C)CC4CCC(C(C4)OC)OCCO)C)C)O)OC)C)C)C)OC. Cell line: BT-549. Synergy scores: CSS=-0.979, Synergy_ZIP=0.131, Synergy_Bliss=0.474, Synergy_Loewe=-4.23, Synergy_HSA=-1.76. (2) Drug 1: C1C(C(OC1N2C=NC3=C(N=C(N=C32)Cl)N)CO)O. Drug 2: CCC1(C2=C(COC1=O)C(=O)N3CC4=CC5=C(C=CC(=C5CN(C)C)O)N=C4C3=C2)O.Cl. Cell line: SF-295. Synergy scores: CSS=29.5, Synergy_ZIP=-4.45, Synergy_Bliss=-2.78, Synergy_Loewe=-34.8, Synergy_HSA=-2.35. (3) Drug 1: CC1C(C(CC(O1)OC2CC(OC(C2O)C)OC3=CC4=CC5=C(C(=O)C(C(C5)C(C(=O)C(C(C)O)O)OC)OC6CC(C(C(O6)C)O)OC7CC(C(C(O7)C)O)OC8CC(C(C(O8)C)O)(C)O)C(=C4C(=C3C)O)O)O)O. Drug 2: CC(C)CN1C=NC2=C1C3=CC=CC=C3N=C2N. Cell line: PC-3. Synergy scores: CSS=35.2, Synergy_ZIP=0.568, Synergy_Bliss=1.15, Synergy_Loewe=-1.74, Synergy_HSA=-0.0269. (4) Drug 1: CN1CCC(CC1)COC2=C(C=C3C(=C2)N=CN=C3NC4=C(C=C(C=C4)Br)F)OC. Drug 2: C1=C(C(=O)NC(=O)N1)F. Cell line: SK-MEL-5. Synergy scores: CSS=35.2, Synergy_ZIP=-4.00, Synergy_Bliss=-11.9, Synergy_Loewe=-16.0, Synergy_HSA=-15.1. (5) Drug 1: C1CCC(C1)C(CC#N)N2C=C(C=N2)C3=C4C=CNC4=NC=N3. Drug 2: CCC1(CC2CC(C3=C(CCN(C2)C1)C4=CC=CC=C4N3)(C5=C(C=C6C(=C5)C78CCN9C7C(C=CC9)(C(C(C8N6C=O)(C(=O)OC)O)OC(=O)C)CC)OC)C(=O)OC)O.OS(=O)(=O)O. Cell line: NCIH23. Synergy scores: CSS=27.0, Synergy_ZIP=3.90, Synergy_Bliss=5.92, Synergy_Loewe=-12.8, Synergy_HSA=6.50. (6) Drug 1: CC1=C2C(C(=O)C3(C(CC4C(C3C(C(C2(C)C)(CC1OC(=O)C(C(C5=CC=CC=C5)NC(=O)OC(C)(C)C)O)O)OC(=O)C6=CC=CC=C6)(CO4)OC(=O)C)OC)C)OC. Drug 2: CN1CCC(CC1)COC2=C(C=C3C(=C2)N=CN=C3NC4=C(C=C(C=C4)Br)F)OC. Cell line: DU-145. Synergy scores: CSS=40.1, Synergy_ZIP=-3.21, Synergy_Bliss=-3.41, Synergy_Loewe=-22.0, Synergy_HSA=-1.67. (7) Drug 1: CN1CCC(CC1)COC2=C(C=C3C(=C2)N=CN=C3NC4=C(C=C(C=C4)Br)F)OC. Drug 2: CC(C1=C(C=CC(=C1Cl)F)Cl)OC2=C(N=CC(=C2)C3=CN(N=C3)C4CCNCC4)N. Cell line: A549. Synergy scores: CSS=32.3, Synergy_ZIP=-2.58, Synergy_Bliss=3.93, Synergy_Loewe=3.81, Synergy_HSA=5.28.